Task: Predict the reaction yield, written as a fraction of the theoretical maximum amount of product (1.0 means a 100% yield; for example, 0.34 means a 34% yield).. Dataset: Reaction yield outcomes from USPTO patents with 853,638 reactions (1) The reactants are [Cl:1][C:2]1[C:7](Cl)=[CH:6][C:5]([NH2:9])=[C:4]([N+:10]([O-:12])=[O:11])[CH:3]=1.CN(C=O)C.C([O-])([O-])=O.[K+].[K+].[C:24]1([CH2:30][SH:31])[CH:29]=[CH:28][CH:27]=[CH:26][CH:25]=1. The catalyst is CCOC(C)=O. The product is [CH2:30]([S:31][C:7]1[C:2]([Cl:1])=[CH:3][C:4]([N+:10]([O-:12])=[O:11])=[C:5]([NH2:9])[CH:6]=1)[C:24]1[CH:29]=[CH:28][CH:27]=[CH:26][CH:25]=1. The yield is 0.560. (2) The reactants are [CH3:1][C:2]1[C:6]2[C:7](=[O:19])[N:8]([CH2:11][CH2:12][N:13]3[CH2:18][CH2:17][CH2:16][CH2:15][CH2:14]3)[CH2:9][CH2:10][C:5]=2[NH:4][C:3]=1[CH:20]=O.[Cl:22][C:23]1[CH:24]=[C:25]([NH:30][C:31]2[C:32]3[CH2:39][C:38](=[O:40])[NH:37][C:33]=3[N:34]=[CH:35][N:36]=2)[CH:26]=[CH:27][C:28]=1[F:29]. No catalyst specified. The product is [Cl:22][C:23]1[CH:24]=[C:25]([NH:30][C:31]2[C:32]3[C:39](=[CH:20][C:3]4[NH:4][C:5]5[CH2:10][CH2:9][N:8]([CH2:11][CH2:12][N:13]6[CH2:14][CH2:15][CH2:16][CH2:17][CH2:18]6)[C:7](=[O:19])[C:6]=5[C:2]=4[CH3:1])[C:38](=[O:40])[NH:37][C:33]=3[N:34]=[CH:35][N:36]=2)[CH:26]=[CH:27][C:28]=1[F:29]. The yield is 0.468. (3) The reactants are CS(O[C@H:6]1[CH2:14][C:13]2[C:8](=[CH:9][CH:10]=[CH:11][CH:12]=2)[C@H:7]1[CH2:15][O:16][Si:17]([C:20]([CH3:23])([CH3:22])[CH3:21])([CH3:19])[CH3:18])(=O)=O.[N-:24]=[N+]=[N-].[Na+].C(OCC)(=O)C. The catalyst is CC(N(C)C)=O. The product is [Si:17]([O:16][CH2:15][C@@H:7]1[C:8]2[C:13](=[CH:12][CH:11]=[CH:10][CH:9]=2)[CH2:14][C@H:6]1[NH2:24])([C:20]([CH3:23])([CH3:22])[CH3:21])([CH3:19])[CH3:18]. The yield is 0.930. (4) The reactants are O.ON1C2C=CC=CC=2N=N1.Cl.CN(CCCN=C=NCC)C.C(N(CC)CC)C.[CH:31]1([CH2:34][N:35]2[C:43]([N:44]3[CH2:49][CH2:48][NH:47][CH2:46][CH2:45]3)=[N:42][C:41]3[C:36]2=[N:37][C:38]([C:56]2[CH:57]=[N:58][C:59]([NH2:62])=[N:60][CH:61]=2)=[N:39][C:40]=3[N:50]2[CH2:55][CH2:54][O:53][CH2:52][CH2:51]2)[CH2:33][CH2:32]1.C(O[C:68]([N:70](C)[CH2:71][C:72](O)=[O:73])=O)(C)(C)C. The catalyst is ClCCl.CO.CN(C)C=O. The product is [CH:31]1([CH2:34][N:35]2[C:43]([N:44]3[CH2:49][CH2:48][N:47]([C:72](=[O:73])[CH2:71][NH:70][CH3:68])[CH2:46][CH2:45]3)=[N:42][C:41]3[C:36]2=[N:37][C:38]([C:56]2[CH:61]=[N:60][C:59]([NH2:62])=[N:58][CH:57]=2)=[N:39][C:40]=3[N:50]2[CH2:55][CH2:54][O:53][CH2:52][CH2:51]2)[CH2:32][CH2:33]1. The yield is 0.580.